The task is: Regression. Given a target protein amino acid sequence and a drug SMILES string, predict the binding affinity score between them. We predict pIC50 (pIC50 = -log10(IC50 in M); higher means more potent). Dataset: bindingdb_ic50.. This data is from Drug-target binding data from BindingDB using IC50 measurements. (1) The drug is CCC1CCC(c2cccnc2)O1. The target protein sequence is MLASGMLLVALLVCLTVMVLMSVWQQRKSKGKLPPGPTPLPFIGNYLQLNTEQMYNSLMKISERYGPVFTIHLGPRRVVVLCGHDAVREALVDQAEEFSGRGEQATFDWVFKGYGVVFSNGERAKQLRRFSIATLRDFGVGKRGIEERIQEEAGFLIDALRGTGGANIDPTFFLSRTVSNVISSIVFGDRFDYKDKEFLSLLRMMLGIFQFTSTSTGQLYEMFSSVMKHLPGPQQQAFQLLQGLEDFIAKKVEHNQRTLDPNSPRDFIDSFLIRMQEEEKNPNTEFYLKNLVMTTLNLFIGGTETVSTTLRYGFLLLMKHPEVEAKVHEEIDRVIGKNRQPKFEDRAKMPYMEAVIHEIQRFGDVIPMSLARRVKKDTKFRDFFLPKGTEVFPMLGSVLRDPSFFSNPQDFNPQHFLNEKGQFKKSDAFVPFSIGKRNCFGEGLARMELFLFFTTVMQNFRLKSSQSPKDIDVSPKHVGFATIPRNYTMSFLPR. The pIC50 is 7.7. (2) The small molecule is O=C(CSc1nc2c(cnn2-c2ccccc2)c(=O)[nH]1)c1ccc(Cl)cc1. The target protein (P26358) has sequence MPARTAPARVPTLAVPAISLPDDVRRRLKDLERDSLTEKECVKEKLNLLHEFLQTEIKNQLCDLETKLRKEELSEEGYLAKVKSLLNKDLSLENGAHAYNREVNGRLENGNQARSEARRVGMADANSPPKPLSKPRTPRRSKSDGEAKPEPSPSPRITRKSTRQTTITSHFAKGPAKRKPQEESERAKSDESIKEEDKDQDEKRRRVTSRERVARPLPAEEPERAKSGTRTEKEEERDEKEEKRLRSQTKEPTPKQKLKEEPDREARAGVQADEDEDGDEKDEKKHRSQPKDLAAKRRPEEKEPEKVNPQISDEKDEDEKEEKRRKTTPKEPTEKKMARAKTVMNSKTHPPKCIQCGQYLDDPDLKYGQHPPDAVDEPQMLTNEKLSIFDANESGFESYEALPQHKLTCFSVYCKHGHLCPIDTGLIEKNIELFFSGSAKPIYDDDPSLEGGVNGKNLGPINEWWITGFDGGEKALIGFSTSFAEYILMDPSPEYAPIFG.... The pIC50 is 5.0. (3) The drug is C=CC(=O)N1CC[C@H](Nc2cc(CN3CCCCC3)cc(Nc3nc4cccnc4s3)n2)C1. The target protein sequence is VIDPSELTFVQEIGSGQFGLVHLGYWLNKDKVAIKTIREGAMSEEDFIEEAEVMMKLSHPKLVQLYGVCLEQAPICLVFEFMEHGCLSDYLRTQRGLFAAETLLGMCLDVCEGMAYLEEACVIHRDLAARNCLVGENQVIKVSDFGMTRFVLDDQETSSTGTKFPVKWASPEVFSFSRYSSKSDVWSFGVLMWEVFSEGKIPYENRSNSEVVEDISTGFRLYKPRLASTHVYQIMNHCWKERPEDRPAFSRLLRQLAEIAESGL. The pIC50 is 8.2. (4) The small molecule is Cc1[nH]c2ccccc2c1C(O)CN1CCN(c2cccc(C(F)(F)F)c2)CC1. The target protein (P87108) has sequence MSFLGFGGGQPQLSSQQKIQAAEAELDLVTDMFNKLVNNCYKKCINTSYSEGELNKNESSCLDRCVAKYFETNVQVGENMQKMGQSFNAAGKF. The pIC50 is 4.7. (5) The drug is CC(C)(C)C1CCC(C(=O)Nc2ccccc2)CC1. The target protein sequence is MAGAASPCANGCGPGAPSDAEVLHLCRSLEVGTVMTLFYSKKSQRPERKTFQVKLETRQITWSRGADKIEGAIDIREIKEIRPGKTSRDFDRYQEDPAFRPDQSHCFVILYGMEFRLKTLSLQATSEDEVNMWIKGLTWLMEDTLQAPTPLQIERWLRKQFYSVDRNREDRISAKDLKNMLSQVNYRVPNMRFLRERLTDLEQRSGDITYGQFAQLYRSLMYSAQKTMDLPFLEASTLRAGERPELCRVSLPEFQQFLLDYQGELWAVDRLQVQEFMLSFLRDPLREIEEPYFFLDEFVTFLFSKENSVWNSQLDAVCPDTMNNPLSHYWISSSHNTYLTGDQFSSESSLEAYARCLRMGCRCIELDCWDGPDGMPVIYHGHTLTTKIKFSDVLHTIKEHAFVASEYPVILSIEDHCSIAQQRNMAQYFKKVLGDTLLTKPVEISADGLPSPNQLKRKILIKHKKLAEGSAYEEVPTSMMYSENDISNSIKNGILYLEDP.... The pIC50 is 3.9. (6) The pIC50 is 5.2. The target protein sequence is MKTVFILISMLFPVAVMAQKSVKISDDISITQLSDKVYTYVSLAEIEGWGMVPSNGMIVINNHQAALLDTPINDAQTETLVNWVADSLHAKVTTFIPNHWHGDCIGGLGYLQKKGVQSYANQMTIDLAKEKGLPVPEHGFTDSLTVSLDGMPLQCYYLGGGHATDNIVVWLPTENILFGGCMLKDNQATSIGNISDADVTAWPKTLDKVKAKFPSARYVVPGHGDYGGTELIEHPKQIVNQYIESTSKP. The drug is CCCc1nc(CC)c(C=O)n1Cc1ccc(-c2ccccc2-c2nnn[nH]2)cc1. (7) The drug is Oc1ccc(-c2cnc3[nH]cc(-c4ccc(-c5nnn[nH]5)cc4)c3c2)cc1. The target protein (Q92630) has sequence MLTRKPSAAAPAAYPTGRGGDSAVRQLQASPGLGAGATRSGVGTGPPSPIALPPLRASNAAAAAHTIGGSKHTMNDHLHVGSHAHGQIQVQQLFEDNSNKRTVLTTQPNGLTTVGKTGLPVVPERQLDSIHRRQGSSTSLKSMEGMGKVKATPMTPEQAMKQYMQKLTAFEHHEIFSYPEIYFLGLNAKKRQGMTGGPNNGGYDDDQGSYVQVPHDHVAYRYEVLKVIGKGSFGQVVKAYDHKVHQHVALKMVRNEKRFHRQAAEEIRILEHLRKQDKDNTMNVIHMLENFTFRNHICMTFELLSMNLYELIKKNKFQGFSLPLVRKFAHSILQCLDALHKNRIIHCDLKPENILLKQQGRSGIKVIDFGSSCYEHQRVYTYIQSRFYRAPEVILGARYGMPIDMWSLGCILAELLTGYPLLPGEDEGDQLACMIELLGMPSQKLLDASKRAKNFVSSKGYPRYCTVTTLSDGSVVLNGGRSRRGKLRGPPESREWGNAL.... The pIC50 is 6.4.